The task is: Predict which catalyst facilitates the given reaction.. This data is from Catalyst prediction with 721,799 reactions and 888 catalyst types from USPTO. (1) Reactant: [C:1]([O:5][C:6](=[O:19])[NH:7][C@H:8]([CH2:17][OH:18])[CH2:9][C:10]1[CH:15]=[CH:14][C:13]([OH:16])=[CH:12][CH:11]=1)([CH3:4])([CH3:3])[CH3:2].CO[C:22](OC)([CH3:24])[CH3:23].O.C1(C)C=CC(S(O)(=O)=O)=CC=1.C(=O)([O-])O.[Na+]. The catalyst class is: 665. Product: [C:1]([O:5][C:6]([N:7]1[C@@H:8]([CH2:9][C:10]2[CH:11]=[CH:12][C:13]([OH:16])=[CH:14][CH:15]=2)[CH2:17][O:18][C:22]1([CH3:24])[CH3:23])=[O:19])([CH3:3])([CH3:2])[CH3:4]. (2) Reactant: [NH2:1][C:2]1[C:7]2=[C:8]([C:25]3[CH:26]=[CH:27][C:28]4[C:32]([CH:33]=3)=[N:31][N:30]([CH2:34][C:35]3[CH:40]=[CH:39][CH:38]=[CH:37][CH:36]=3)[C:29]=4[NH2:41])[CH:9]=[C:10]([CH:11]3[CH2:16][CH2:15][N:14]([C:17](=[O:24])[CH2:18][N:19](C)[C:20](=O)O)[CH2:13][CH2:12]3)[N:6]2[N:5]=[CH:4][N:3]=1.FC(F)(F)C(O)=O.CCOC(C)=O. Product: [NH2:1][C:2]1[C:7]2=[C:8]([C:25]3[CH:26]=[CH:27][C:28]4[C:32]([CH:33]=3)=[N:31][N:30]([CH2:34][C:35]3[CH:40]=[CH:39][CH:38]=[CH:37][CH:36]=3)[C:29]=4[NH2:41])[CH:9]=[C:10]([CH:11]3[CH2:16][CH2:15][N:14]([C:17](=[O:24])[CH2:18][NH:19][CH3:20])[CH2:13][CH2:12]3)[N:6]2[N:5]=[CH:4][N:3]=1. The catalyst class is: 2. (3) Reactant: [CH3:1][O:2][C:3]1[CH:12]=[CH:11][CH:10]=[CH:9][C:4]=1[CH2:5][N:6]=[C:7]=[O:8].[CH3:13][O:14][C:15]1[CH:22]=[CH:21][CH:20]=[CH:19][C:16]=1[CH2:17][NH2:18].C([CH:25]([C:29](Cl)=[O:30])[C:26](Cl)=[O:27])C.C1CCN2C(=NCCC2)CC1. Product: [CH3:1][O:2][C:3]1[CH:12]=[CH:11][CH:10]=[CH:9][C:4]=1[CH2:5][N:6]1[C:26](=[O:27])[CH2:25][C:29](=[O:30])[N:18]([CH2:17][C:16]2[CH:19]=[CH:20][CH:21]=[CH:22][C:15]=2[O:14][CH3:13])[C:7]1=[O:8]. The catalyst class is: 22. (4) Reactant: [O:1]1[C:5]2[CH:6]=[CH:7][C:8]([C:10]3([C:13]([NH:15][C:16]4[S:17][C:18]([CH:22]([C:30]5[CH:35]=[CH:34][CH:33]=[CH:32][C:31]=5[Cl:36])[NH:23][S@@](C(C)(C)C)=O)=[C:19]([CH3:21])[N:20]=4)=[O:14])[CH2:12][CH2:11]3)=[CH:9][C:4]=2[O:3][CH2:2]1.Cl.O1CCOCC1. Product: [NH2:23][CH:22]([C:30]1[CH:35]=[CH:34][CH:33]=[CH:32][C:31]=1[Cl:36])[C:18]1[S:17][C:16]([NH:15][C:13]([C:10]2([C:8]3[CH:7]=[CH:6][C:5]4[O:1][CH2:2][O:3][C:4]=4[CH:9]=3)[CH2:12][CH2:11]2)=[O:14])=[N:20][C:19]=1[CH3:21]. The catalyst class is: 5. (5) Reactant: [CH3:1][C:2]1[C:7]([C:8]#[C:9][Si](C)(C)C)=[CH:6][N:5]=[C:4]([NH2:14])[CH:3]=1.C([O-])([O-])=O.[K+].[K+]. Product: [C:8]([C:7]1[C:2]([CH3:1])=[CH:3][C:4]([NH2:14])=[N:5][CH:6]=1)#[CH:9]. The catalyst class is: 5.